Task: Predict the reactants needed to synthesize the given product.. Dataset: Full USPTO retrosynthesis dataset with 1.9M reactions from patents (1976-2016) (1) Given the product [C:9]1([CH3:20])[CH:10]=[CH:11][C:12]([S:15]([O-:18])(=[O:16])=[O:17])=[CH:13][CH:14]=1.[C:7]([CH:3]1[CH2:4][CH2:5][CH2:6][N+:2]1([CH3:9])[CH3:1])#[N:8], predict the reactants needed to synthesize it. The reactants are: [CH3:1][N:2]1[CH2:6][CH2:5][CH2:4][CH:3]1[C:7]#[N:8].[C:9]1([CH3:20])[CH:14]=[CH:13][C:12]([S:15]([O:18]C)(=[O:17])=[O:16])=[CH:11][CH:10]=1. (2) Given the product [Cl:1][C:2]1[CH:7]=[CH:6][C:5]([N:8]([CH2:28][O:27][CH2:25][CH3:26])[S:9]([C:12]([F:15])([F:13])[F:14])(=[O:10])=[O:11])=[C:4]([O:16][C:17]2[CH:22]=[CH:21][C:20]([Cl:23])=[CH:19][C:18]=2[Cl:24])[CH:3]=1, predict the reactants needed to synthesize it. The reactants are: [Cl:1][C:2]1[CH:7]=[CH:6][C:5]([NH:8][S:9]([C:12]([F:15])([F:14])[F:13])(=[O:11])=[O:10])=[C:4]([O:16][C:17]2[CH:22]=[CH:21][C:20]([Cl:23])=[CH:19][C:18]=2[Cl:24])[CH:3]=1.[CH2:25]([O:27][CH2:28]Cl)[CH3:26].C(=O)([O-])[O-].[K+].[K+]. (3) Given the product [I:9][C:5]1[S:6][CH:7]=[CH:8][C:4]=1[NH:3][CH:1]=[O:2], predict the reactants needed to synthesize it. The reactants are: [CH:1]([NH:3][C:4]1[CH:8]=[CH:7][S:6][CH:5]=1)=[O:2].[I:9]N1C(=O)CCC1=O. (4) Given the product [C:5]1([C@@H:2]([N:1]2[CH2:21][CH2:20][CH2:19][CH2:18]2)[CH2:3][OH:4])[CH:10]=[CH:9][CH:8]=[CH:7][CH:6]=1, predict the reactants needed to synthesize it. The reactants are: [NH2:1][C@H:2]([C:5]1[CH:10]=[CH:9][CH:8]=[CH:7][CH:6]=1)[CH2:3][OH:4].C(=O)([O-])[O-].[Na+].[Na+].Br[CH2:18][CH2:19][CH2:20][CH2:21]Br.[I-].[K+]. (5) Given the product [CH3:20][O:19][C:16]1[CH:17]=[CH:18][C:13]([C:12]2[C:6]3[CH2:5][C:4]4[S:3][C:2]([C:37]5[CH:42]=[N:41][C:40]([O:46][CH3:45])=[CH:39][CH:38]=5)=[CH:9][C:8]=4[C:7]=3[N:10]([CH2:21][O:22][CH2:23][CH2:24][Si:25]([CH3:27])([CH3:26])[CH3:28])[N:11]=2)=[CH:14][CH:15]=1, predict the reactants needed to synthesize it. The reactants are: Br[C:2]1[S:3][C:4]2[CH2:5][C:6]3[C:12]([C:13]4[CH:18]=[CH:17][C:16]([O:19][CH3:20])=[CH:15][CH:14]=4)=[N:11][N:10]([CH2:21][O:22][CH2:23][CH2:24][Si:25]([CH3:28])([CH3:27])[CH3:26])[C:7]=3[C:8]=2[CH:9]=1.CC1(C)C(C)(C)OB([C:37]2[CH:38]=[CH:39][C:40](N)=[N:41][CH:42]=2)O1.[C:45]([O-])([O-])=[O:46].[Na+].[Na+].